This data is from Forward reaction prediction with 1.9M reactions from USPTO patents (1976-2016). The task is: Predict the product of the given reaction. (1) The product is: [CH3:5][O:4][CH2:3][CH:2]([NH:1][CH2:8][CH2:7][CH2:13][S:10]([OH:12])(=[O:11])=[O:9])[CH3:6]. Given the reactants [NH2:1][CH:2]([CH3:6])[CH2:3][O:4][CH3:5].[CH2:7]1[CH2:13][S:10](=[O:12])(=[O:11])[O:9][CH2:8]1, predict the reaction product. (2) Given the reactants N[C:2]1[CH:9]=[CH:8][C:5]([C:6]#[N:7])=[C:4]([C:10]([F:13])([F:12])[F:11])[C:3]=1[CH3:14].N([O-])=O.[Na+].[F:19][B-](F)(F)F.[H+], predict the reaction product. The product is: [F:19][C:2]1[CH:9]=[CH:8][C:5]([C:6]#[N:7])=[C:4]([C:10]([F:13])([F:12])[F:11])[C:3]=1[CH3:14].